This data is from Full USPTO retrosynthesis dataset with 1.9M reactions from patents (1976-2016). The task is: Predict the reactants needed to synthesize the given product. Given the product [C:26]([O:25][C:23]([NH:30][C:31]1[CH:36]=[C:35]([CH:34]=[CH:33][CH:32]=1)[O:1][C:2]1[CH:11]=[C:10]2[C:5]([CH2:6][CH2:7][CH:8]([C:12]([O:14][CH3:15])=[O:13])[CH2:9]2)=[CH:4][CH:3]=1)=[O:24])([CH3:29])([CH3:27])[CH3:28], predict the reactants needed to synthesize it. The reactants are: [OH:1][C:2]1[CH:11]=[C:10]2[C:5]([CH2:6][CH2:7][CH:8]([C:12]([O:14][CH3:15])=[O:13])[CH2:9]2)=[CH:4][CH:3]=1.C(N(CC)CC)C.[C:23]([NH:30][C:31]1[CH:32]=[C:33](B(O)O)[CH:34]=[CH:35][CH:36]=1)([O:25][C:26]([CH3:29])([CH3:28])[CH3:27])=[O:24].